From a dataset of Forward reaction prediction with 1.9M reactions from USPTO patents (1976-2016). Predict the product of the given reaction. (1) Given the reactants [Cl:1][C:2]1[CH:7]=[C:6]([O:8][CH3:9])[CH:5]=[CH:4][C:3]=1/[C:10](/[CH:36]1[CH2:39][CH2:38][CH2:37]1)=[C:11](\[C:28]1[CH:35]=[CH:34][C:31]([CH:32]=O)=[CH:30][CH:29]=1)/[C:12]1[CH:13]=[C:14]2[C:18](=[CH:19][CH:20]=1)[N:17]([CH:21]1[CH2:26][CH2:25][CH2:24][CH2:23][O:22]1)[N:16]=[C:15]2[F:27].[C:40]([CH2:42]P(=O)(OCC)OCC)#[N:41], predict the reaction product. The product is: [Cl:1][C:2]1[CH:7]=[C:6]([O:8][CH3:9])[CH:5]=[CH:4][C:3]=1/[C:10](/[CH:36]1[CH2:37][CH2:38][CH2:39]1)=[C:11](\[C:28]1[CH:35]=[CH:34][C:31](/[CH:32]=[CH:42]/[C:40]#[N:41])=[CH:30][CH:29]=1)/[C:12]1[CH:13]=[C:14]2[C:18](=[CH:19][CH:20]=1)[N:17]([CH:21]1[CH2:26][CH2:25][CH2:24][CH2:23][O:22]1)[N:16]=[C:15]2[F:27]. (2) Given the reactants C([O:3][CH2:4][CH2:5][N:6]1[C:10]2[CH:11]=[CH:12][CH:13]=[CH:14][C:9]=2[N:8]=[C:7]1[N:15]1[CH2:21][CH2:20][CH2:19][NH:18][CH2:17][CH2:16]1)C.Br.[OH-].[Na+].[ClH:25], predict the reaction product. The product is: [ClH:25].[OH:3][CH2:4][CH2:5][N:6]1[C:10]2[CH:11]=[CH:12][CH:13]=[CH:14][C:9]=2[N:8]=[C:7]1[N:15]1[CH2:21][CH2:20][CH2:19][NH:18][CH2:17][CH2:16]1. (3) Given the reactants [Li].[CH2:2]([O:4][C:5](=[O:18])[C:6](O)=[CH:7][C:8]([C:10]1[CH:15]=[CH:14][C:13]([Cl:16])=[CH:12][CH:11]=1)=[O:9])[CH3:3].[N:19]([O-:21])=O.[Na+].Cl.[Cl:24][C:25]1[CH:30]=[CH:29][CH:28]=[CH:27][C:26]=1[NH:31][NH2:32], predict the reaction product. The product is: [CH2:2]([O:4][C:5](=[O:18])[C:6](=[N:32][NH:31][C:26]1[CH:27]=[CH:28][CH:29]=[CH:30][C:25]=1[Cl:24])[CH:7]([N:19]=[O:21])[C:8]([C:10]1[CH:15]=[CH:14][C:13]([Cl:16])=[CH:12][CH:11]=1)=[O:9])[CH3:3]. (4) Given the reactants [NH2:1][C:2]1[CH:3]=[C:4]([CH:7]=[CH:8][C:9]=1[NH2:10])[C:5]#[N:6].[CH:11](O)=O, predict the reaction product. The product is: [NH:10]1[C:9]2[CH:8]=[CH:7][C:4]([C:5]#[N:6])=[CH:3][C:2]=2[N:1]=[CH:11]1. (5) Given the reactants [O:1]=[C:2]1[C:11]2[C:6](=[CH:7][CH:8]=[CH:9][CH:10]=2)[N:5]=[C:4]([CH2:12][CH2:13][CH2:14][C:15]([OH:17])=[O:16])[NH:3]1.[CH2:18]([O:25][C@H:26]1[CH2:30][CH2:29][C@H:28]([NH2:31])[CH2:27]1)[C:19]1[CH:24]=[CH:23][CH:22]=[CH:21][CH:20]=1, predict the reaction product. The product is: [CH2:18]([O:25][C@@H:26]1[CH2:30][CH2:29][C@@H:28]([NH:31][C:15](=[O:17])[CH2:14][CH2:13][CH2:12][C:4]2[NH:3][C:2](=[O:1])[C:11]3[C:6](=[CH:7][CH:8]=[CH:9][CH:10]=3)[N:5]=2)[CH2:27]1)[C:19]1[CH:24]=[CH:23][CH:22]=[CH:21][CH:20]=1.[CH2:18]([O:25][C@H:26]1[CH2:30][CH2:29][C@H:28]([NH:31][C:15](=[O:16])[CH2:14][CH2:13][CH2:12][C:4]2[NH:3][C:2](=[O:1])[C:11]3[C:6](=[CH:7][CH:8]=[CH:9][CH:10]=3)[N:5]=2)[CH2:27]1)[C:19]1[CH:24]=[CH:23][CH:22]=[CH:21][CH:20]=1. (6) Given the reactants [Li]CCCC.CCCCCC.C(NC(C)C)(C)C.[CH2:19]1[C:23]2([CH2:28][CH2:27][C:26](=[O:29])[CH2:25][CH2:24]2)[CH2:22][CH2:21][CH2:20]1.[F:30][C:31]([F:50])([F:49])[S:32](N(C1C=CC=CN=1)[S:32]([C:31]([F:50])([F:49])[F:30])(=[O:34])=[O:33])(=[O:34])=[O:33], predict the reaction product. The product is: [F:30][C:31]([F:50])([F:49])[S:32]([O:29][C:26]1[CH2:27][CH2:28][C:23]2([CH2:19][CH2:20][CH2:21][CH2:22]2)[CH2:24][CH:25]=1)(=[O:34])=[O:33]. (7) Given the reactants [CH3:1][O:2][C:3](=[O:14])[C:4]1[CH:9]=[C:8]([C:10](=[O:12])[CH3:11])[CH:7]=[CH:6][C:5]=1[Cl:13].[Br:15]Br, predict the reaction product. The product is: [CH3:1][O:2][C:3](=[O:14])[C:4]1[CH:9]=[C:8]([C:10](=[O:12])[CH2:11][Br:15])[CH:7]=[CH:6][C:5]=1[Cl:13]. (8) Given the reactants [CH3:1][O:2][C:3]1[CH:4]=[C:5]2[C:10](=[CH:11][C:12]=1[O:13][CH3:14])[NH:9][CH:8]=[C:7]([C:15]#[N:16])[C:6]2=O.P(Cl)(Cl)([Cl:20])=O, predict the reaction product. The product is: [Cl:20][C:6]1[C:5]2[C:10](=[CH:11][C:12]([O:13][CH3:14])=[C:3]([O:2][CH3:1])[CH:4]=2)[N:9]=[CH:8][C:7]=1[C:15]#[N:16]. (9) Given the reactants FC(F)(F)C(O)=O.[NH2:8][CH2:9][CH2:10][C:11]1[C:12]([C:16]2[N:20]([C:21]3[CH:26]=[CH:25][C:24]([F:27])=[C:23]([Cl:28])[CH:22]=3)C(=O)[O:18][N:17]=2)=[N:13][O:14][N:15]=1.[S:30](N)([NH2:33])(=[O:32])=[O:31].N1C=CC=CC=1.[OH-].[Na+], predict the reaction product. The product is: [Cl:28][C:23]1[CH:22]=[C:21]([NH:20][C:16]([C:12]2[C:11]([CH2:10][CH2:9][NH:8][S:30](=[O:32])(=[O:31])[NH2:33])=[N:15][O:14][N:13]=2)=[N:17][OH:18])[CH:26]=[CH:25][C:24]=1[F:27]. (10) Given the reactants [CH:1]1([C:7]2[C:8]([OH:30])=[C:9]([C:25](OCC)=[O:26])[C:10](=[O:24])[N:11]([CH2:13][C:14]3[CH:19]=[CH:18][C:17]([C:20]([CH3:23])([CH3:22])[CH3:21])=[CH:16][CH:15]=3)[N:12]=2)[CH2:6][CH2:5][CH2:4][CH2:3][CH2:2]1.[H-].[Na+].C1(C2C(O)=[C:41]([C:46]([O:48]CC)=[O:47])C(=O)NN=2)CCCCC1.C(C1C=CC(CBr)=CC=1)(C)(C)C.Cl.C[N:66](C)C=O, predict the reaction product. The product is: [CH:1]1([C:7]2[C:8]([OH:30])=[C:9]([C:25]([NH:66][CH2:41][C:46]([OH:48])=[O:47])=[O:26])[C:10](=[O:24])[N:11]([CH2:13][C:14]3[CH:15]=[CH:16][C:17]([C:20]([CH3:22])([CH3:21])[CH3:23])=[CH:18][CH:19]=3)[N:12]=2)[CH2:2][CH2:3][CH2:4][CH2:5][CH2:6]1.